Dataset: Peptide-MHC class II binding affinity with 134,281 pairs from IEDB. Task: Regression. Given a peptide amino acid sequence and an MHC pseudo amino acid sequence, predict their binding affinity value. This is MHC class II binding data. (1) The peptide sequence is VPNGTLVKTITNDQI. The MHC is DRB1_0301 with pseudo-sequence DRB1_0301. The binding affinity (normalized) is 0.376. (2) The peptide sequence is TNDRKWCFEGPEEHE. The MHC is DRB1_1101 with pseudo-sequence DRB1_1101. The binding affinity (normalized) is 0.324. (3) The peptide sequence is EHDLERGPPGPRRPP. The MHC is DRB1_0401 with pseudo-sequence DRB1_0401. The binding affinity (normalized) is 0.